This data is from NCI-60 drug combinations with 297,098 pairs across 59 cell lines. The task is: Regression. Given two drug SMILES strings and cell line genomic features, predict the synergy score measuring deviation from expected non-interaction effect. Drug 1: C1CC(C1)(C(=O)O)C(=O)O.[NH2-].[NH2-].[Pt+2]. Drug 2: C1CNP(=O)(OC1)N(CCCl)CCCl. Cell line: NCI-H322M. Synergy scores: CSS=-5.11, Synergy_ZIP=3.29, Synergy_Bliss=-0.409, Synergy_Loewe=-2.33, Synergy_HSA=-6.64.